This data is from Full USPTO retrosynthesis dataset with 1.9M reactions from patents (1976-2016). The task is: Predict the reactants needed to synthesize the given product. (1) Given the product [CH2:25]([O:29][C:30]([N:32]1[CH2:37][CH2:36][N:35]([C:10](=[O:12])[C@@H:9]([NH:13][C:14]([O:16][CH2:17][C:18]2[CH:23]=[CH:22][CH:21]=[CH:20][CH:19]=2)=[O:15])[CH2:8][CH2:7][C:6]([O:5][C:1]([CH3:2])([CH3:3])[CH3:4])=[O:24])[CH2:34][CH2:33]1)=[O:31])[CH2:26][CH2:27][CH3:28], predict the reactants needed to synthesize it. The reactants are: [C:1]([O:5][C:6](=[O:24])[CH2:7][CH2:8][C@H:9]([NH:13][C:14]([O:16][CH2:17][C:18]1[CH:23]=[CH:22][CH:21]=[CH:20][CH:19]=1)=[O:15])[C:10]([OH:12])=O)([CH3:4])([CH3:3])[CH3:2].[CH2:25]([O:29][C:30]([N:32]1[CH2:37][CH2:36][NH:35][CH2:34][CH2:33]1)=[O:31])[CH2:26][CH2:27][CH3:28].C(N1CCOCC1)C.[B-](F)(F)(F)F.CCOC(C(C#N)=NOC(N(C)C)=[N+](C)C)=O. (2) The reactants are: [C:1]([C:5]1[CH:10]=[CH:9][C:8]([C:11]2[CH:16]=[CH:15][C:14]([C:17]([CH3:20])([CH3:19])[CH3:18])=[CH:13][CH:12]=2)=[CH:7][CH:6]=1)([CH3:4])([CH3:3])[CH3:2].[Br:21]Br.S([O-])([O-])(=O)=S.[Na+].[Na+]. Given the product [Br:21][C:16]1[CH:15]=[C:14]([C:17]([CH3:20])([CH3:19])[CH3:18])[CH:13]=[CH:12][C:11]=1[C:8]1[CH:9]=[CH:10][C:5]([C:1]([CH3:4])([CH3:3])[CH3:2])=[CH:6][CH:7]=1, predict the reactants needed to synthesize it. (3) Given the product [C:9]([O:13][C:14]([N:16]1[CH2:21][CH2:20][CH:19]([NH:1][C:2]2[CH:7]=[CH:6][CH:5]=[CH:4][C:3]=2[OH:8])[CH2:18][CH2:17]1)=[O:15])([CH3:12])([CH3:10])[CH3:11], predict the reactants needed to synthesize it. The reactants are: [NH2:1][C:2]1[CH:7]=[CH:6][CH:5]=[CH:4][C:3]=1[OH:8].[C:9]([O:13][C:14]([N:16]1[CH2:21][CH2:20][C:19](=O)[CH2:18][CH2:17]1)=[O:15])([CH3:12])([CH3:11])[CH3:10].C(O[BH-](OC(=O)C)OC(=O)C)(=O)C.[Na+]. (4) Given the product [Br:1][C:2]1[C:7]([O:8][C:9]2[CH:14]=[CH:13][C:12]([F:15])=[CH:11][C:10]=2[F:16])=[CH:6][C:5]2[N:17]=[CH:19][NH:18][C:4]=2[CH:3]=1, predict the reactants needed to synthesize it. The reactants are: [Br:1][C:2]1[CH:3]=[C:4]([NH2:18])[C:5]([NH2:17])=[CH:6][C:7]=1[O:8][C:9]1[CH:14]=[CH:13][C:12]([F:15])=[CH:11][C:10]=1[F:16].[CH:19]([O-])([O-])OCC.O.C1(C)C=CC(S(O)(=O)=O)=CC=1. (5) Given the product [S:24]1[CH:28]=[CH:27][CH:26]=[C:25]1[S:29]([N:14]1[CH2:15][CH2:16][CH:11]([C:9](=[O:10])[C:6]2[CH:7]=[CH:8][C:3]([Cl:2])=[CH:4][CH:5]=2)[CH2:12][CH2:13]1)(=[O:31])=[O:30], predict the reactants needed to synthesize it. The reactants are: Cl.[Cl:2][C:3]1[CH:8]=[CH:7][C:6]([C:9]([CH:11]2[CH2:16][CH2:15][NH:14][CH2:13][CH2:12]2)=[O:10])=[CH:5][CH:4]=1.C(N(CC)CC)C.[S:24]1[CH:28]=[CH:27][CH:26]=[C:25]1[S:29](Cl)(=[O:31])=[O:30]. (6) The reactants are: [CH2:1]([O:3][C:4]([C:6]1[O:14][C:13]2[C:12]([CH3:15])=[CH:11][N:10]=[CH:9][C:8]=2[C:7]=1[NH:16][C:17]1[CH:22]=[CH:21][C:20]([Si](C)(C)C)=[CH:19][C:18]=1[F:27])=[O:5])[CH3:2].[I:28]Cl.[O-]S([O-])(=S)=O.[Na+].[Na+]. Given the product [CH2:1]([O:3][C:4]([C:6]1[O:14][C:13]2[C:12]([CH3:15])=[CH:11][N:10]=[CH:9][C:8]=2[C:7]=1[NH:16][C:17]1[CH:22]=[CH:21][C:20]([I:28])=[CH:19][C:18]=1[F:27])=[O:5])[CH3:2], predict the reactants needed to synthesize it. (7) Given the product [NH3:3].[CH3:8][C@@H:9]1[NH:10][CH2:11][CH2:12][N:13]([C:20]([O:19][C:16]([CH3:18])([CH3:17])[CH3:15])=[O:21])[CH2:14]1, predict the reactants needed to synthesize it. The reactants are: C([N:3](CC)CC)C.[CH3:8][C@H:9]1[CH2:14][NH:13][CH2:12][CH2:11][NH:10]1.[CH3:15][C:16]([O:19][C:20](O[C:20]([O:19][C:16]([CH3:18])([CH3:17])[CH3:15])=[O:21])=[O:21])([CH3:18])[CH3:17]. (8) Given the product [CH2:3]([O:2][P:1]([CH2:19][OH:20])(=[O:18])[O:10][CH2:11][C:12]1[CH:17]=[CH:16][CH:15]=[CH:14][CH:13]=1)[C:4]1[CH:9]=[CH:8][CH:7]=[CH:6][CH:5]=1, predict the reactants needed to synthesize it. The reactants are: [P:1]([O-:18])([O:10][CH2:11][C:12]1[CH:17]=[CH:16][CH:15]=[CH:14][CH:13]=1)[O:2][CH2:3][C:4]1[CH:9]=[CH:8][CH:7]=[CH:6][CH:5]=1.[CH2:19]=[O:20].C(N(CC)CC)C.